Dataset: Full USPTO retrosynthesis dataset with 1.9M reactions from patents (1976-2016). Task: Predict the reactants needed to synthesize the given product. Given the product [C:16]1([CH3:28])[CH:21]=[C:20]([CH3:22])[CH:19]=[C:18]([CH3:23])[C:17]=1[S:24]([N:8]1[CH:9]=[C:10]([CH:12]=[O:13])[N:11]=[C:7]1[C:1]1[CH:2]=[CH:3][CH:4]=[CH:5][CH:6]=1)(=[O:25])=[O:26], predict the reactants needed to synthesize it. The reactants are: [C:1]1([C:7]2[NH:8][CH:9]=[C:10]([CH:12]=[O:13])[N:11]=2)[CH:6]=[CH:5][CH:4]=[CH:3][CH:2]=1.[H-].[Na+].[C:16]1([CH3:28])[CH:21]=[C:20]([CH3:22])[CH:19]=[C:18]([CH3:23])[C:17]=1[S:24](Cl)(=[O:26])=[O:25].O.